This data is from Reaction yield outcomes from USPTO patents with 853,638 reactions. The task is: Predict the reaction yield, written as a fraction of the theoretical maximum amount of product (1.0 means a 100% yield; for example, 0.34 means a 34% yield). (1) The reactants are [F:1][C:2]1[CH:7]=[CH:6][C:5]([F:8])=[CH:4][C:3]=1[NH:9][CH2:10][C:11]1[CH:16]=[CH:15][CH:14]=[C:13]([O:17][C:18]([F:23])([F:22])[CH:19]([F:21])[F:20])[CH:12]=1.[F:24][C:25]([F:30])([F:29])[CH:26]1[O:28][CH2:27]1. The catalyst is C(#N)C.FC(F)(F)S([O-])(=O)=O.[Yb+3].FC(F)(F)S([O-])(=O)=O.FC(F)(F)S([O-])(=O)=O. The product is [F:1][C:2]1[CH:7]=[CH:6][C:5]([F:8])=[CH:4][C:3]=1[N:9]([CH2:10][C:11]1[CH:16]=[CH:15][CH:14]=[C:13]([O:17][C:18]([F:22])([F:23])[CH:19]([F:20])[F:21])[CH:12]=1)[CH2:27][CH:26]([OH:28])[C:25]([F:30])([F:29])[F:24]. The yield is 0.840. (2) The reactants are [H-].[H-].[H-].[H-].[Li+].[Al+3].[F:7][C:8]([F:37])([C:30]1[CH:35]=[CH:34][C:33]([F:36])=[CH:32][CH:31]=1)[C:9]1[N:18]=[C:17]([NH:19][C:20]2[CH:24]=[C:23]([CH3:25])[NH:22][N:21]=2)[C:16]2[C:11](=[CH:12][C:13]([C:26](OC)=[O:27])=[CH:14][CH:15]=2)[N:10]=1.O.[OH-].[Na+]. The catalyst is C1COCC1. The product is [F:37][C:8]([F:7])([C:30]1[CH:31]=[CH:32][C:33]([F:36])=[CH:34][CH:35]=1)[C:9]1[N:18]=[C:17]([NH:19][C:20]2[CH:24]=[C:23]([CH3:25])[NH:22][N:21]=2)[C:16]2[C:11](=[CH:12][C:13]([CH2:26][OH:27])=[CH:14][CH:15]=2)[N:10]=1. The yield is 0.820. (3) The reactants are [CH:1]1([CH2:6][NH:7][CH2:8][CH3:9])[CH2:5][CH2:4][CH2:3][CH2:2]1.Cl[C:11]1[C:16]([CH:17]=[O:18])=[CH:15][CH:14]=[CH:13][N:12]=1.C([O-])([O-])=O.[K+].[K+]. The catalyst is C1(C)C=CC=CC=1. The product is [CH:1]1([CH2:6][N:7]([CH2:8][CH3:9])[C:11]2[C:16]([CH:17]=[O:18])=[CH:15][CH:14]=[CH:13][N:12]=2)[CH2:5][CH2:4][CH2:3][CH2:2]1. The yield is 0.790. (4) The reactants are [NH2:1][C:2]1[S:6][N:5]=[C:4]([CH3:7])[C:3]=1[C:8]([NH:10][C:11]1[CH:16]=[CH:15][C:14]([F:17])=[C:13]([F:18])[CH:12]=1)=[O:9].[Cl:19][C:20]1[CH:25]=[N:24][C:23](Cl)=[CH:22][N:21]=1.C(=O)([O-])[O-].[Cs+].[Cs+].CC1(C)C2C(=C(P(C3C=CC=CC=3)C3C=CC=CC=3)C=CC=2)OC2C(P(C3C=CC=CC=3)C3C=CC=CC=3)=CC=CC1=2. The catalyst is O1CCOCC1.CN(C=O)C.C([O-])(=O)C.[Pd+2].C([O-])(=O)C. The product is [Cl:19][C:20]1[N:21]=[CH:22][C:23]([NH:1][C:2]2[S:6][N:5]=[C:4]([CH3:7])[C:3]=2[C:8]([NH:10][C:11]2[CH:16]=[CH:15][C:14]([F:17])=[C:13]([F:18])[CH:12]=2)=[O:9])=[N:24][CH:25]=1. The yield is 0.0600.